The task is: Predict the product of the given reaction.. This data is from Forward reaction prediction with 1.9M reactions from USPTO patents (1976-2016). (1) Given the reactants I[C:2]1[S:6][C:5]([NH:7][C:8](=[O:10])[CH3:9])=[N:4][C:3]=1[CH3:11].Br[C:13]1[CH:14]=[C:15]([NH2:20])[C:16]([Cl:19])=[N:17][CH:18]=1, predict the reaction product. The product is: [NH2:20][C:15]1[CH:14]=[C:13]([C:2]2[S:6][C:5]([NH:7][C:8](=[O:10])[CH3:9])=[N:4][C:3]=2[CH3:11])[CH:18]=[N:17][C:16]=1[Cl:19]. (2) The product is: [Cl:13][CH2:14][CH2:15][CH2:16][S:17]([NH:5][CH2:4][CH2:3][C:2]#[N:1])(=[O:19])=[O:18]. Given the reactants [NH2:1][CH2:2][CH2:3][C:4]#[N:5].C(N(CC)CC)C.[Cl:13][CH2:14][CH2:15][CH2:16][S:17](Cl)(=[O:19])=[O:18].C(OCC)C, predict the reaction product. (3) Given the reactants C(O[C:5]1[C:6](=[O:20])[C:7](=[O:19])[C:8]=1[C:9]1[CH:14]=[CH:13][C:12]([C:15]([F:18])([F:17])[F:16])=[CH:11][CH:10]=1)(C)C.[C:21]([NH2:26])([CH2:24][CH3:25])([CH3:23])[CH3:22], predict the reaction product. The product is: [F:18][C:15]([F:16])([F:17])[C:12]1[CH:11]=[CH:10][C:9]([C:8]2[C:7](=[O:19])[C:6](=[O:20])[C:5]=2[NH:26][C:21]([CH3:23])([CH3:22])[CH2:24][CH3:25])=[CH:14][CH:13]=1. (4) Given the reactants [C:1]([C:3]1[CH:4]=[C:5]([CH:9]=[CH:10][CH:11]=1)[C:6]([OH:8])=O)#[N:2].[C:12](C1NC=CN=1)([C:14]1[NH:15]C=CN=1)=[O:13].[CH:24]1[CH:29]=[CH:28][C:27]([C@@H](N)CO)=[CH:26][CH:25]=1, predict the reaction product. The product is: [C:1]([C:3]1[CH:4]=[C:5]([CH:9]=[CH:10][CH:11]=1)[C:6]([N:15]([C:27]1[CH:26]=[CH:25][CH:24]=[CH:29][CH:28]=1)[CH2:14][CH2:12][OH:13])=[O:8])#[N:2]. (5) Given the reactants [NH2:1][C:2]1[CH:45]=[CH:44][C:5]([C:6]([N:8]2[CH2:14][C@H:13]([NH:15][C:16](=[O:28])[C@@H:17]([N:19](C)[C:20](=O)OC(C)(C)C)[CH3:18])[C:12](=[O:29])[N:11]([CH2:30][C:31]3[C:35]4[CH:36]=[CH:37][CH:38]=[CH:39][C:34]=4[O:33][N:32]=3)[C:10]3[CH:40]=[CH:41][CH:42]=[CH:43][C:9]2=3)=[O:7])=[CH:4][CH:3]=1.[ClH:46], predict the reaction product. The product is: [ClH:46].[NH2:1][C:2]1[CH:45]=[CH:44][C:5]([C:6]([N:8]2[CH2:14][C@H:13]([NH:15][C:16](=[O:28])[C@@H:17]([NH:19][CH3:20])[CH3:18])[C:12](=[O:29])[N:11]([CH2:30][C:31]3[C:35]4[CH:36]=[CH:37][CH:38]=[CH:39][C:34]=4[O:33][N:32]=3)[C:10]3[CH:40]=[CH:41][CH:42]=[CH:43][C:9]2=3)=[O:7])=[CH:4][CH:3]=1.